From a dataset of Full USPTO retrosynthesis dataset with 1.9M reactions from patents (1976-2016). Predict the reactants needed to synthesize the given product. (1) Given the product [N:1]1([C:7]([N:9]2[CH2:14][CH:13]([C:15]3[CH:20]=[CH:19][C:18]([C:21]([F:23])([F:24])[F:22])=[CH:17][CH:16]=3)[CH2:12][CH:11]([C:25]([OH:27])=[O:26])[CH2:10]2)=[O:8])[CH2:2][CH2:3][S:4][CH2:5][CH2:6]1, predict the reactants needed to synthesize it. The reactants are: [N:1]1([C:7]([N:9]2[CH2:14][CH:13]([C:15]3[CH:20]=[CH:19][C:18]([C:21]([F:24])([F:23])[F:22])=[CH:17][CH:16]=3)[CH2:12][CH:11]([C:25]([O:27]C)=[O:26])[CH2:10]2)=[O:8])[CH2:6][CH2:5][S:4][CH2:3][CH2:2]1.CC(C)([O-])C.[K+]. (2) Given the product [CH3:1][C:2]1[C@@H:19]([O:20][C:21]([C@H:23]([OH:40])[C@@H:24]([NH:31][C:32]([C:34]2[CH:39]=[CH:38][CH:37]=[CH:36][CH:35]=2)=[O:33])[C:25]2[CH:26]=[CH:27][CH:28]=[CH:29][CH:30]=2)=[O:22])[CH2:18][C@:14]2([OH:41])[C:15]([CH3:16])([CH3:17])[C:3]=1[C@@H:4]([O:59][C:60]([CH3:62])=[O:61])[C:5]([C@@:7]1([CH3:58])[C@H:12]([C@@H:13]2[O:42][C:43]([C:45]2[CH:50]=[CH:49][CH:48]=[CH:47][CH:46]=2)=[O:44])[C@:11]2([O:53][C:54]([CH3:56])=[O:55])[CH2:51][O:52][C@@H:10]2[CH2:9][C@@H:8]1[OH:57])=[O:6].[C:63]([O-:69])(=[O:70])[CH2:64][CH2:65][CH2:66][C:67]([O-:6])=[O:68], predict the reactants needed to synthesize it. The reactants are: [CH3:1][C:2]1[C@@H:19]([O:20][C:21]([C@H:23]([OH:40])[C@@H:24]([NH:31][C:32]([C:34]2[CH:35]=[CH:36][CH:37]=[CH:38][CH:39]=2)=[O:33])[C:25]2[CH:26]=[CH:27][CH:28]=[CH:29][CH:30]=2)=[O:22])[CH2:18][C@:14]2([OH:41])[C:15]([CH3:17])([CH3:16])[C:3]=1[C@@H:4]([O:59][C:60]([CH3:62])=[O:61])[C:5]([C@@:7]1([CH3:58])[C@H:12]([C@@H:13]2[O:42][C:43]([C:45]2[CH:46]=[CH:47][CH:48]=[CH:49][CH:50]=2)=[O:44])[C@:11]2([O:53][C:54]([CH3:56])=[O:55])[CH2:51][O:52][C@@H:10]2[CH2:9][C@@H:8]1[OH:57])=[O:6].[C:63]1(=[O:70])[O:69][C:67](=[O:68])[CH2:66][CH2:65][CH2:64]1. (3) Given the product [CH2:1]([O:3][C:4]([C:6]1[C:7]([NH:29][CH:26]2[CH2:27][CH2:28][O:23][CH2:24][CH2:25]2)=[N:8][C:9]([S:12][CH3:13])=[N:10][CH:11]=1)=[O:5])[CH3:2], predict the reactants needed to synthesize it. The reactants are: [CH2:1]([O:3][C:4]([C:6]1[C:7](Cl)=[N:8][C:9]([S:12][CH3:13])=[N:10][CH:11]=1)=[O:5])[CH3:2].C(N(CC)CC)C.Cl.[O:23]1[CH2:28][CH2:27][CH:26]([NH2:29])[CH2:25][CH2:24]1. (4) Given the product [NH:1]1[C:5]2[CH:6]=[CH:7][CH:8]=[CH:9][C:4]=2[N:3]=[C:2]1[N:10]([CH2:21][C:22]1[CH:30]=[CH:29][C:25]([C:26]([NH:36][CH2:35][C@@H:34]([OH:37])[C:33]([OH:32])=[O:38])=[O:27])=[CH:24][CH:23]=1)[CH:11]1[CH2:16][CH2:15][CH:14]([C:17]([CH3:20])([CH3:18])[CH3:19])[CH2:13][CH2:12]1, predict the reactants needed to synthesize it. The reactants are: [NH:1]1[C:5]2[CH:6]=[CH:7][CH:8]=[CH:9][C:4]=2[N:3]=[C:2]1[N:10]([CH2:21][C:22]1[CH:30]=[CH:29][C:25]([C:26](O)=[O:27])=[CH:24][CH:23]=1)[CH:11]1[CH2:16][CH2:15][CH:14]([C:17]([CH3:20])([CH3:19])[CH3:18])[CH2:13][CH2:12]1.C[O:32][C:33](=[O:38])[CH:34]([OH:37])[CH2:35][NH2:36].C1C=CC2N(O)N=NC=2C=1.C(Cl)CCl.CCN(C(C)C)C(C)C.[Li+].[OH-].C(O)(C(F)(F)F)=O. (5) Given the product [CH3:1][O:2][C:3]1[CH:12]=[C:11]2[C:6]([CH2:7][CH2:8][CH:9]([NH:13][C:23](=[O:25])[CH3:24])[CH2:10]2)=[CH:5][CH:4]=1, predict the reactants needed to synthesize it. The reactants are: [CH3:1][O:2][C:3]1[CH:12]=[C:11]2[C:6]([CH2:7][CH2:8][CH:9]([NH2:13])[CH2:10]2)=[CH:5][CH:4]=1.CCN(C(C)C)C(C)C.[C:23](Cl)(=[O:25])[CH3:24]. (6) Given the product [F:18][C:13]1[CH:14]=[CH:15][CH:16]=[CH:17][C:12]=1[C:8]1[CH:7]=[C:6]([CH:11]=[CH:10][N:9]=1)[C:4]#[N:31], predict the reactants needed to synthesize it. The reactants are: Br.BrC[C:4]([C:6]1[CH:11]=[CH:10][N:9]=[C:8]([C:12]2[CH:17]=[CH:16][CH:15]=[CH:14][C:13]=2[F:18])[CH:7]=1)=O.FC1C=CC=CC=1B(O)O.ClC1C=C(C#N)C=C[N:31]=1.C(=O)([O-])[O-].[Na+].[Na+]. (7) Given the product [CH3:17][C:15]1[O:14][C:11]2[CH:12]=[CH:13][N:8]([C:5]3[CH:4]=[CH:3][C:2]([N:1]4[CH2:25][CH2:24][NH:23][CH2:22][CH2:21]4)=[CH:7][CH:6]=3)[C:9](=[O:18])[C:10]=2[CH:16]=1, predict the reactants needed to synthesize it. The reactants are: [NH2:1][C:2]1[CH:7]=[CH:6][C:5]([N:8]2[CH:13]=[CH:12][C:11]3[O:14][C:15]([CH3:17])=[CH:16][C:10]=3[C:9]2=[O:18])=[CH:4][CH:3]=1.Cl.Cl[CH2:21][CH2:22][NH:23][CH2:24][CH2:25]Cl.C(=O)([O-])[O-].[K+].[K+]. (8) Given the product [CH3:13][O:12][C:9]1[CH:10]=[C:11]2[C:6]([C:5]([C:14]3[CH:19]=[CH:18][CH:17]=[C:16]([O:20][CH3:21])[CH:15]=3)=[N:4][N:3]=[C:2]2[NH:22][CH:23]2[CH2:24][CH2:25][N:26]([CH2:29][C:30]3[CH:39]=[CH:38][C:37]4[C:32](=[CH:33][CH:34]=[CH:35][CH:36]=4)[CH:31]=3)[CH2:27][CH2:28]2)=[CH:7][CH:8]=1, predict the reactants needed to synthesize it. The reactants are: Cl[C:2]1[C:11]2[C:6](=[CH:7][CH:8]=[C:9]([O:12][CH3:13])[CH:10]=2)[C:5]([C:14]2[CH:19]=[CH:18][CH:17]=[C:16]([O:20][CH3:21])[CH:15]=2)=[N:4][N:3]=1.[NH2:22][CH:23]1[CH2:28][CH2:27][N:26]([CH2:29][C:30]2[CH:39]=[CH:38][C:37]3[C:32](=[CH:33][CH:34]=[CH:35][CH:36]=3)[CH:31]=2)[CH2:25][CH2:24]1. (9) Given the product [C:19]([C:21]1[CH:22]=[C:23]([S:39]([NH:42][C:43]2[S:47][N:46]=[CH:45][N:44]=2)(=[O:41])=[O:40])[CH:24]=[CH:25][C:26]=1[O:27][C:28]1[CH:33]=[CH:32][C:31]([C:34]([F:36])([F:35])[F:37])=[CH:30][C:29]=1[CH:13]1[CH2:18][CH2:17][O:16][CH2:15][CH2:14]1)#[N:20], predict the reactants needed to synthesize it. The reactants are: [Cl-].[Li+].BrC(Br)C.Cl[Si](C)(C)C.I[CH:13]1[CH2:18][CH2:17][O:16][CH2:15][CH2:14]1.[C:19]([C:21]1[CH:22]=[C:23]([S:39]([N:42](CC2C=CC(OC)=CC=2OC)[C:43]2[S:47][N:46]=[CH:45][N:44]=2)(=[O:41])=[O:40])[CH:24]=[CH:25][C:26]=1[O:27][C:28]1[CH:33]=[CH:32][C:31]([C:34]([F:37])([F:36])[F:35])=[CH:30][C:29]=1I)#[N:20].C1(P(C2CCCCC2)C2C=CC=CC=2C2C(OC)=CC=CC=2OC)CCCCC1.[Cl-].[NH4+]. (10) Given the product [C:32]([NH:31][C:29](=[O:30])[C:28]1[CH:36]=[CH:37][CH:38]=[C:26]([CH2:25][N:21]2[C:22]3[C:18](=[CH:17][C:16]([NH:15][C:13]4[C:14]5[N:6]([CH2:5][CH2:4][NH:3][C:42](=[O:43])[CH2:41][C:40]([OH:39])([CH3:46])[CH3:45])[CH:7]=[CH:8][C:9]=5[N:10]=[CH:11][N:12]=4)=[CH:24][CH:23]=3)[CH:19]=[CH:20]2)[CH:27]=1)([CH3:33])([CH3:34])[CH3:35], predict the reactants needed to synthesize it. The reactants are: Cl.Cl.[NH2:3][CH2:4][CH2:5][N:6]1[C:14]2[C:13]([NH:15][C:16]3[CH:17]=[C:18]4[C:22](=[CH:23][CH:24]=3)[N:21]([CH2:25][C:26]3[CH:27]=[C:28]([CH:36]=[CH:37][CH:38]=3)[C:29]([NH:31][C:32]([CH3:35])([CH3:34])[CH3:33])=[O:30])[CH:20]=[CH:19]4)=[N:12][CH:11]=[N:10][C:9]=2[CH:8]=[CH:7]1.[OH:39][C:40]([CH3:46])([CH3:45])[CH2:41][C:42](O)=[O:43].ON1C2C=CC=CC=2N=N1.Cl.C(N=C=NCCCN(C)C)C.